From a dataset of Catalyst prediction with 721,799 reactions and 888 catalyst types from USPTO. Predict which catalyst facilitates the given reaction. Reactant: Cl.[CH3:2][NH:3][O:4][CH3:5].[F:6][C:7]([F:18])([F:17])[C:8]1[CH:9]=[C:10]([CH:14]=[CH:15][CH:16]=1)[C:11](Cl)=[O:12]. Product: [CH3:5][O:4][N:3]([CH3:2])[C:11](=[O:12])[C:10]1[CH:14]=[CH:15][CH:16]=[C:8]([C:7]([F:18])([F:17])[F:6])[CH:9]=1. The catalyst class is: 2.